From a dataset of Catalyst prediction with 721,799 reactions and 888 catalyst types from USPTO. Predict which catalyst facilitates the given reaction. (1) The catalyst class is: 617. Reactant: [CH3:1][O:2][C:3]([CH:5]1[N:9]2[C:10](=[O:24])[CH:11]([NH:16]C(OC(C)(C)C)=O)[CH2:12][CH:13]=[CH:14][CH2:15][CH:8]2[CH2:7][CH2:6]1)=[O:4]. Product: [CH3:1][O:2][C:3]([C@H:5]1[N:9]2[C:10](=[O:24])[C@@H:11]([NH2:16])[CH2:12][CH:13]=[CH:14][CH2:15][C@@H:8]2[CH2:7][CH2:6]1)=[O:4]. (2) Reactant: [Cl:1][C:2]1[CH:21]=[CH:20][CH:19]=[C:18]([CH3:22])[C:3]=1[CH2:4][O:5][C:6]1[CH:7]=[C:8]([CH2:12][C:13]([O:15]CC)=[O:14])[CH:9]=[CH:10][CH:11]=1.[OH-].[Na+].Cl. Product: [Cl:1][C:2]1[CH:21]=[CH:20][CH:19]=[C:18]([CH3:22])[C:3]=1[CH2:4][O:5][C:6]1[CH:7]=[C:8]([CH2:12][C:13]([OH:15])=[O:14])[CH:9]=[CH:10][CH:11]=1. The catalyst class is: 8. (3) Reactant: [CH3:1][C@@H:2]1[CH2:7][C@H:6]([OH:8])[CH:5]=[C:4]([C:9]2[CH:14]=[CH:13][N:12]=[CH:11][C:10]=2[N+:15]([O-:17])=[O:16])[CH2:3]1.N1C=CN=C1.[Si:23](Cl)([C:26]([CH3:29])([CH3:28])[CH3:27])([CH3:25])[CH3:24]. The catalyst class is: 303. Product: [Si:23]([O:8][CH:6]1[CH2:7][CH:2]([CH3:1])[CH2:3][C:4]([C:9]2[CH:14]=[CH:13][N:12]=[CH:11][C:10]=2[N+:15]([O-:17])=[O:16])=[CH:5]1)([C:26]([CH3:29])([CH3:28])[CH3:27])([CH3:25])[CH3:24].